From a dataset of Reaction yield outcomes from USPTO patents with 853,638 reactions. Predict the reaction yield, written as a fraction of the theoretical maximum amount of product (1.0 means a 100% yield; for example, 0.34 means a 34% yield). (1) The reactants are Br[C:2]1[CH:10]=[C:9]2[C:5]([C:6]([C:24]3[CH:33]=[CH:32][C:27]([C:28]([O:30][CH3:31])=[O:29])=[CH:26][CH:25]=3)=[N:7][N:8]2[C:11](=[O:23])[C:12]2[C:17]([C:18]([F:21])([F:20])[F:19])=[CH:16][CH:15]=[CH:14][C:13]=2[Cl:22])=[CH:4][CH:3]=1.[C:34]([Si:36]([CH3:39])([CH3:38])[CH3:37])#[CH:35]. The catalyst is CN(C=O)C.O.[Cu]I.Cl[Pd](Cl)([P](C1C=CC=CC=1)(C1C=CC=CC=1)C1C=CC=CC=1)[P](C1C=CC=CC=1)(C1C=CC=CC=1)C1C=CC=CC=1. The product is [Cl:22][C:13]1[CH:14]=[CH:15][CH:16]=[C:17]([C:18]([F:20])([F:19])[F:21])[C:12]=1[C:11]([N:8]1[C:9]2[C:5](=[CH:4][CH:3]=[C:2]([C:35]#[C:34][Si:36]([CH3:39])([CH3:38])[CH3:37])[CH:10]=2)[C:6]([C:24]2[CH:33]=[CH:32][C:27]([C:28]([O:30][CH3:31])=[O:29])=[CH:26][CH:25]=2)=[N:7]1)=[O:23]. The yield is 0.870. (2) The reactants are [CH:1]#[C:2][CH:3]([OH:9])[CH2:4][CH2:5][CH2:6][CH2:7][CH3:8].C(N(CC)CC)C.[C:17](OC(=O)C)(=[O:19])[CH3:18]. The catalyst is CN(C)C1C=CN=CC=1.ClCCl. The product is [C:17]([O:9][CH:3]([CH2:4][CH2:5][CH2:6][CH2:7][CH3:8])[C:2]#[CH:1])(=[O:19])[CH3:18]. The yield is 0.976. (3) The reactants are Cl[C:2]1[N:7]2[N:8]=[C:9]([CH3:11])[CH:10]=[C:6]2[N:5]=[C:4]([NH:12][C:13](=[O:24])[C:14]2[CH:19]=[CH:18][C:17]([C:20]([OH:23])([CH3:22])[CH3:21])=[CH:16][CH:15]=2)[CH:3]=1.Cl.[CH3:26][S:27]([N:30]1[CH2:36][CH2:35][CH2:34][NH:33][CH2:32][CH2:31]1)(=[O:29])=[O:28].C(N(CC)C(C)C)(C)C. The catalyst is CN(C=O)C.CS(C)=O.CO. The product is [OH:23][C:20]([C:17]1[CH:18]=[CH:19][C:14]([C:13]([NH:12][C:4]2[CH:3]=[C:2]([N:33]3[CH2:34][CH2:35][CH2:36][N:30]([S:27]([CH3:26])(=[O:28])=[O:29])[CH2:31][CH2:32]3)[N:7]3[N:8]=[C:9]([CH3:11])[CH:10]=[C:6]3[N:5]=2)=[O:24])=[CH:15][CH:16]=1)([CH3:22])[CH3:21]. The yield is 0.760. (4) The reactants are [CH:1]([NH:4][C:5]1[C:10]2[C:11]([C:14]3[CH:19]=[C:18](C4C=NN(C)C=4)[CH:17]=[CH:16][N:15]=3)=[N:12][NH:13][C:9]=2[CH:8]=[CH:7][N:6]=1)([CH3:3])[CH3:2].ClC1C=CN=C([C:33]2[C:37]3C(NC(C)C)=NC=C[C:36]=3[N:35]([CH2:46]C3C=CC(OC)=CC=3)[N:34]=2)C=1.CN1C(B2OC(C)(C)C(C)(C)O2)=CC=N1. No catalyst specified. The product is [CH:1]([NH:4][C:5]1[C:10]2[C:11]([C:14]3[CH:19]=[C:18]([C:36]4[N:35]([CH3:46])[N:34]=[CH:33][CH:37]=4)[CH:17]=[CH:16][N:15]=3)=[N:12][NH:13][C:9]=2[CH:8]=[CH:7][N:6]=1)([CH3:2])[CH3:3]. The yield is 0.330.